Dataset: Full USPTO retrosynthesis dataset with 1.9M reactions from patents (1976-2016). Task: Predict the reactants needed to synthesize the given product. (1) Given the product [CH3:1][N:2]([CH3:3])[CH:17]([CH:14]1[CH2:15][CH2:16][N:11]([CH2:10][C:9]2[CH:19]=[CH:20][C:6]([O:5][CH3:4])=[CH:7][CH:8]=2)[CH2:12][CH2:13]1)[C:21]#[N:22], predict the reactants needed to synthesize it. The reactants are: [CH3:1][NH:2][CH3:3].[CH3:4][O:5][C:6]1[CH:20]=[CH:19][C:9]([CH2:10][N:11]2[CH2:16][CH2:15][CH:14]([CH:17]=O)[CH2:13][CH2:12]2)=[CH:8][CH:7]=1.[C-:21]#[N:22].[K+].Cl. (2) The reactants are: Cl.[NH:2]1[CH2:6][CH2:5][C:4](=[O:7])[NH:3]1.C(=O)([O-])[O-].[Na+].[Na+].[CH3:14][C:15]([O:18][C:19](O[C:19]([O:18][C:15]([CH3:17])([CH3:16])[CH3:14])=[O:20])=[O:20])([CH3:17])[CH3:16]. Given the product [O:7]=[C:4]1[CH2:5][CH2:6][N:2]([C:19]([O:18][C:15]([CH3:17])([CH3:16])[CH3:14])=[O:20])[NH:3]1, predict the reactants needed to synthesize it. (3) Given the product [F:17][C:14]1[CH:15]=[CH:16][C:11]([C:10]2[C:2]3=[N:3][CH:4]=[C:5]([CH3:24])[CH:6]=[C:7]3[NH:8][C:9]=2[C:18]2[CH:23]=[CH:22][N:21]=[CH:20][CH:19]=2)=[CH:12][CH:13]=1, predict the reactants needed to synthesize it. The reactants are: Cl[C:2]1[C:7]([N:8]=[C:9]([C:18]2[CH:23]=[CH:22][N:21]=[CH:20][CH:19]=2)[CH2:10][C:11]2[CH:16]=[CH:15][C:14]([F:17])=[CH:13][CH:12]=2)=[CH:6][C:5]([CH3:24])=[CH:4][N:3]=1.C1N2CCN(CC2)C1.O. (4) Given the product [CH2:1]([O:8][N:9]([CH2:12][C:13]1[CH:14]=[C:15]([Cl:21])[C:16]([O:20][CH2:22][CH2:23][CH2:24][CH3:25])=[C:17]([Cl:19])[CH:18]=1)[CH:10]=[O:11])[C:2]1[CH:7]=[CH:6][CH:5]=[CH:4][CH:3]=1, predict the reactants needed to synthesize it. The reactants are: [CH2:1]([O:8][N:9]([CH2:12][C:13]1[CH:18]=[C:17]([Cl:19])[C:16]([OH:20])=[C:15]([Cl:21])[CH:14]=1)[CH:10]=[O:11])[C:2]1[CH:7]=[CH:6][CH:5]=[CH:4][CH:3]=1.[CH2:22](O)[CH2:23][CH2:24][CH3:25].C1C=CC(P(C2C=CC=CC=2)C2C=CC=CC=2)=CC=1.CCOC(/N=N/C(OCC)=O)=O. (5) Given the product [F:14][C:15]([F:27])([C:20]([F:21])([F:22])[C:19]([F:24])([F:23])[C:18]1[NH:13][C:10]([C:7]2[CH:6]=[CH:5][C:4]([N+:1]([O-:3])=[O:2])=[CH:9][CH:8]=2)=[N:11][N:12]=1)[C:16]([OH:26])=[O:17], predict the reactants needed to synthesize it. The reactants are: [N+:1]([C:4]1[CH:9]=[CH:8][C:7]([C:10](=[NH:13])[NH:11][NH2:12])=[CH:6][CH:5]=1)([O-:3])=[O:2].[F:14][C:15]1([F:27])[C:20]([F:22])([F:21])[C:19]([F:24])([F:23])[C:18](=O)[O:17][C:16]1=[O:26].C(#N)C.